This data is from Reaction yield outcomes from USPTO patents with 853,638 reactions. The task is: Predict the reaction yield, written as a fraction of the theoretical maximum amount of product (1.0 means a 100% yield; for example, 0.34 means a 34% yield). (1) The reactants are CC(C)([O-])C.[K+].O1CCCC1.[Br:12][C:13]1[C:22]([Cl:23])=[C:21]2[C:16]([CH2:17][CH2:18][NH:19][C:20]2=[O:24])=[C:15]([Cl:25])[CH:14]=1.[CH2:26]([O:33][C:34]1[C:39]([CH2:40]Cl)=[C:38]([O:42][CH:43]([F:45])[F:44])[CH:37]=[C:36]([CH3:46])[N:35]=1)[C:27]1[CH:32]=[CH:31][CH:30]=[CH:29][CH:28]=1. The catalyst is CN(C)C=O. The product is [CH2:26]([O:33][C:34]1[C:39]([CH2:40][N:19]2[CH2:18][CH2:17][C:16]3[C:21](=[C:22]([Cl:23])[C:13]([Br:12])=[CH:14][C:15]=3[Cl:25])[C:20]2=[O:24])=[C:38]([O:42][CH:43]([F:44])[F:45])[CH:37]=[C:36]([CH3:46])[N:35]=1)[C:27]1[CH:28]=[CH:29][CH:30]=[CH:31][CH:32]=1. The yield is 0.670. (2) The reactants are Br[C:2]1[CH:3]=[C:4]([Si:8]([CH3:11])([CH3:10])[CH3:9])[CH:5]=[CH:6][CH:7]=1.C([Li])CCC.CN([CH:20]=[O:21])C. The catalyst is C(OCC)C. The product is [CH3:9][Si:8]([CH3:11])([CH3:10])[C:4]1[CH:3]=[C:2]([CH:7]=[CH:6][CH:5]=1)[CH:20]=[O:21]. The yield is 0.610. (3) The reactants are [OH:1][C:2]1[CH:7]=[C:6]([Cl:8])[N:5]=[N:4][C:3]=1Cl.[CH:10]1([C:13]2[CH:18]=[CH:17][CH:16]=[C:15]([CH3:19])[C:14]=2[OH:20])[CH2:12][CH2:11]1.CN(C)C1C=CC=CC=1.[OH-].[K+].Cl. The catalyst is CO. The product is [Cl:8][C:6]1[N:5]=[N:4][C:3]([O:20][C:14]2[C:15]([CH3:19])=[CH:16][CH:17]=[CH:18][C:13]=2[CH:10]2[CH2:11][CH2:12]2)=[C:2]([OH:1])[CH:7]=1. The yield is 0.750.